From a dataset of Full USPTO retrosynthesis dataset with 1.9M reactions from patents (1976-2016). Predict the reactants needed to synthesize the given product. (1) Given the product [F:20][C:19]1[C:14]2[NH:13][C:1](=[O:2])[O:21][C:15]=2[CH:16]=[CH:17][CH:18]=1, predict the reactants needed to synthesize it. The reactants are: [C:1](N1C=CN=C1)(N1C=CN=C1)=[O:2].[NH2:13][C:14]1[C:19]([F:20])=[CH:18][CH:17]=[CH:16][C:15]=1[OH:21]. (2) The reactants are: Cl[C:2]1[CH2:8][CH2:7][O:6][C:5]2[CH:9]=[CH:10][CH:11]=[CH:12][C:4]=2[C:3]=1[CH:13]=O.[SH:15][CH2:16][C:17]([O:19][CH2:20][CH3:21])=[O:18].C(=O)([O-])[O-].[K+].[K+]. Given the product [CH2:20]([O:19][C:17]([C:16]1[S:15][C:2]2[CH2:8][CH2:7][O:6][C:5]3[CH:9]=[CH:10][CH:11]=[CH:12][C:4]=3[C:3]=2[CH:13]=1)=[O:18])[CH3:21], predict the reactants needed to synthesize it. (3) Given the product [CH2:51]([O:53][C:54]1[N:58]([CH2:59][C:60]2[CH:61]=[CH:62][C:63]([C:66]3[CH:71]=[CH:70][CH:69]=[CH:68][C:67]=3[C:72]3[N:76]([C:77]([C:78]4[CH:83]=[CH:82][CH:81]=[CH:80][CH:79]=4)([C:90]4[CH:91]=[CH:92][CH:93]=[CH:94][CH:95]=4)[C:84]4[CH:85]=[CH:86][CH:87]=[CH:88][CH:89]=4)[N:75]=[N:74][N:73]=3)=[CH:64][CH:65]=2)[C:57]2[C:96]([C:100]([O:102][CH:131]([O:130][C:128]([CH2:105][CH2:106][CH2:107][CH2:108][CH:109]([O:111][N+:112]([O-:114])=[O:113])[CH3:110])=[O:129])[CH3:132])=[O:101])=[CH:97][CH:98]=[CH:99][C:56]=2[N:55]=1)[CH3:52], predict the reactants needed to synthesize it. The reactants are: C(C1N(CC2C=CC(C3C=CC=CC=3C3N=NN(C(C4C=CC=CC=4)(C4C=CC=CC=4)C4C=CC=CC=4)N=3)=CC=2)C(C(O)=O)=C(Cl)N=1)CCC.[CH2:51]([O:53][C:54]1[N:58]([CH2:59][C:60]2[CH:65]=[CH:64][C:63]([C:66]3[CH:71]=[CH:70][CH:69]=[CH:68][C:67]=3[C:72]3[N:76]([C:77]([C:90]4[CH:95]=[CH:94][CH:93]=[CH:92][CH:91]=4)([C:84]4[CH:89]=[CH:88][CH:87]=[CH:86][CH:85]=4)[C:78]4[CH:83]=[CH:82][CH:81]=[CH:80][CH:79]=4)[N:75]=[N:74][N:73]=3)=[CH:62][CH:61]=2)[C:57]2[C:96]([C:100]([OH:102])=[O:101])=[CH:97][CH:98]=[CH:99][C:56]=2[N:55]=1)[CH3:52].C(=O)(OC(Cl)C)O[CH2:105][CH2:106][CH2:107][CH2:108][C@H:109]([O:111][N+:112]([O-:114])=[O:113])[CH3:110].[N+](OC(C)CCC[C:128]([O:130][CH:131](Cl)[CH3:132])=[O:129])([O-])=O. (4) Given the product [C:22]([O:26][C:27]([NH:29][CH2:30][C:31](=[CH2:35])[C:32]([NH:1][C:2]1[CH:3]=[C:4]([C:8]2[C:9]3[C:16]([C:17]([O:19][CH2:20][CH3:21])=[O:18])=[CH:15][NH:14][C:10]=3[N:11]=[CH:12][N:13]=2)[CH:5]=[CH:6][CH:7]=1)=[O:33])=[O:28])([CH3:25])([CH3:24])[CH3:23], predict the reactants needed to synthesize it. The reactants are: [NH2:1][C:2]1[CH:3]=[C:4]([C:8]2[C:9]3[C:16]([C:17]([O:19][CH2:20][CH3:21])=[O:18])=[CH:15][NH:14][C:10]=3[N:11]=[CH:12][N:13]=2)[CH:5]=[CH:6][CH:7]=1.[C:22]([O:26][C:27]([NH:29][CH2:30][C:31](=[CH2:35])[C:32](O)=[O:33])=[O:28])([CH3:25])([CH3:24])[CH3:23].CN(C(ON1N=NC2C=CC=NC1=2)=[N+](C)C)C.F[P-](F)(F)(F)(F)F.CCN(C(C)C)C(C)C. (5) Given the product [CH2:45]([O:44][C@@H:23]1[C@@H:22]([C@@:19]([OH:21])([CH3:20])[C:52]([F:55])([F:54])[F:53])[O:30][C@H:29]2[C@H:25]([N:26]=[C:27]([N:31]([CH3:39])[C:32](=[O:38])[O:33][C:34]([CH3:35])([CH3:36])[CH3:37])[S:28]2)[C@H:24]1[O:40][CH2:41][CH:42]=[CH2:43])[CH:46]=[CH2:47], predict the reactants needed to synthesize it. The reactants are: CCCC[N+](CCCC)(CCCC)CCCC.[F-].[C:19]([C@H:22]1[O:30][C@H:29]2[C@H:25]([N:26]=[C:27]([N:31]([CH3:39])[C:32](=[O:38])[O:33][C:34]([CH3:37])([CH3:36])[CH3:35])[S:28]2)[C@@H:24]([O:40][CH2:41][CH:42]=[CH2:43])[C@@H:23]1[O:44][CH2:45][CH:46]=[CH2:47])(=[O:21])[CH3:20].[Si]([C:52]([F:55])([F:54])[F:53])(C)(C)C. (6) Given the product [OH:13][CH:14]([CH3:53])[C:15]([CH3:51])([CH3:52])[O:16][C:17]1[CH:22]=[CH:21][C:20]([N:23]2[C:28](=[O:29])[C:27]([CH2:30][C:31]3[CH:36]=[CH:35][C:34]([C:37]4[CH:42]=[CH:41][CH:40]=[CH:39][C:38]=4[C:43]4[NH:3][C:4](=[O:7])[O:5][N:44]=4)=[CH:33][CH:32]=3)=[C:26]([CH2:45][CH2:46][CH3:47])[N:25]3[N:48]=[CH:49][N:50]=[C:24]23)=[CH:19][CH:18]=1, predict the reactants needed to synthesize it. The reactants are: [Cl-].O[NH3+:3].[C:4](=[O:7])([O-])[OH:5].[Na+].CS(C)=O.[OH:13][CH:14]([CH3:53])[C:15]([CH3:52])([CH3:51])[O:16][C:17]1[CH:22]=[CH:21][C:20]([N:23]2[C:28](=[O:29])[C:27]([CH2:30][C:31]3[CH:36]=[CH:35][C:34]([C:37]4[C:38]([C:43]#[N:44])=[CH:39][CH:40]=[CH:41][CH:42]=4)=[CH:33][CH:32]=3)=[C:26]([CH2:45][CH2:46][CH3:47])[N:25]3[N:48]=[CH:49][N:50]=[C:24]23)=[CH:19][CH:18]=1.